From a dataset of Full USPTO retrosynthesis dataset with 1.9M reactions from patents (1976-2016). Predict the reactants needed to synthesize the given product. (1) Given the product [Cl:1][C:2]1[CH:7]=[CH:6][C:5]([NH:8][C:9](=[O:10])[C:11]2[CH:12]=[CH:13][C:14]([C:15](=[NH:19])[NH:35][CH2:34][CH2:33][CH:29]3[CH2:30][CH2:31][CH2:32][NH:28]3)=[CH:20][CH:21]=2)=[CH:4][C:3]=1[C:22]1[CH:27]=[CH:26][CH:25]=[CH:24][N:23]=1, predict the reactants needed to synthesize it. The reactants are: [Cl:1][C:2]1[CH:7]=[CH:6][C:5]([NH:8][C:9]([C:11]2[CH:21]=[CH:20][C:14]([C:15](=[NH:19])OCC)=[CH:13][CH:12]=2)=[O:10])=[CH:4][C:3]=1[C:22]1[CH:27]=[CH:26][CH:25]=[CH:24][N:23]=1.[NH:28]1[CH2:32][CH2:31][CH2:30][CH:29]1[CH2:33][CH2:34][NH2:35]. (2) The reactants are: [CH3:1][C:2]1[CH:7]=[CH:6][C:5](B(O)O)=[CH:4][CH:3]=1.[C:11]([O:15][C:16](=[O:24])[C:17]1[CH:22]=[CH:21][CH:20]=[C:19](I)[CH:18]=1)([CH3:14])([CH3:13])[CH3:12].C([O-])([O-])=O.[K+].[K+]. Given the product [CH3:1][C:2]1[CH:7]=[CH:6][C:5]([C:21]2[CH:20]=[CH:19][CH:18]=[C:17]([C:16]([O:15][C:11]([CH3:14])([CH3:13])[CH3:12])=[O:24])[CH:22]=2)=[CH:4][CH:3]=1, predict the reactants needed to synthesize it. (3) Given the product [CH2:23]([O:25][CH2:26][O:29][C:17]([C:2]1[C:7]2[O:8][C:9]3[CH:14]=[CH:13][CH:12]=[CH:11][C:10]=3[C:6]=2[C:5]([CH:15]=[O:16])=[CH:4][CH:3]=1)=[O:18])[CH3:24], predict the reactants needed to synthesize it. The reactants are: O[C:2]1[C:7]2[O:8][C:9]3[CH:14]=[CH:13][CH:12]=[CH:11][C:10]=3[C:6]=2[C:5]([CH:15]=[O:16])=[CH:4][CH:3]=1.[C:17](=O)([O-])[O-:18].[K+].[K+].[CH2:23]([O:25][C:26](=[O:29])CBr)[CH3:24]. (4) Given the product [CH3:48][O:50][C:4]1[CH:33]=[CH:32][CH:31]=[CH:30][C:5]=1[C:6]([NH:8][CH:9]([C:11]1[N:16]=[N:15][C:14]([NH:17][C:18]2[CH:23]=[C:22]([O:24][CH3:25])[C:21]([O:26][CH3:27])=[C:20]([O:28][CH3:29])[CH:19]=2)=[N:13][CH:12]=1)[CH3:10])=[O:7], predict the reactants needed to synthesize it. The reactants are: [N+]([C:4]1[CH:33]=[CH:32][CH:31]=[CH:30][C:5]=1[C:6]([NH:8][CH:9]([C:11]1[N:16]=[N:15][C:14]([NH:17][C:18]2[CH:23]=[C:22]([O:24][CH3:25])[C:21]([O:26][CH3:27])=[C:20]([O:28][CH3:29])[CH:19]=2)=[N:13][CH:12]=1)[CH3:10])=[O:7])([O-])=O.NC(C1N=NC(NC2C=[C:48]([O:50]C)C(OC)=C(OC)C=2)=NC=1)C.COC1C=CC=CC=1C(Cl)=O.C(N(CC)CC)C. (5) Given the product [C:1]([O:5][C:6]([N:8]1[CH2:19][CH2:18][N:17]([CH2:20][CH2:21][CH2:22][NH:23][C:24](=[O:40])[CH:25]([NH2:30])[CH2:26][CH:27]([CH3:29])[CH3:28])[CH2:16][CH2:15][N:14]([C:41]([O:43][C:44]([CH3:47])([CH3:46])[CH3:45])=[O:42])[CH2:13][CH2:12][N:11]([C:48]([O:50][C:51]([CH3:52])([CH3:53])[CH3:54])=[O:49])[CH2:10][CH2:9]1)=[O:7])([CH3:4])([CH3:2])[CH3:3], predict the reactants needed to synthesize it. The reactants are: [C:1]([O:5][C:6]([N:8]1[CH2:19][CH2:18][N:17]([CH2:20][CH2:21][CH2:22][NH:23][C:24](=[O:40])[C@H:25]([NH:30]C(OC2C=CC=CC=2)=O)[CH2:26][CH:27]([CH3:29])[CH3:28])[CH2:16][CH2:15][N:14]([C:41]([O:43][C:44]([CH3:47])([CH3:46])[CH3:45])=[O:42])[CH2:13][CH2:12][N:11]([C:48]([O:50][C:51]([CH3:54])([CH3:53])[CH3:52])=[O:49])[CH2:10][CH2:9]1)=[O:7])([CH3:4])([CH3:3])[CH3:2]. (6) The reactants are: C(OC(=O)[NH:7][C@@H:8]1[C@@H:13]([OH:14])[C@H:12]([CH2:15][C:16]2[CH:21]=[C:20]([F:22])[C:19]([NH:23][C:24]([O:26][CH2:27][C:28]3[CH:33]=[CH:32][CH:31]=[CH:30][CH:29]=3)=[O:25])=[C:18]([CH2:34][CH2:35][CH2:36][CH3:37])[CH:17]=2)[CH2:11][S:10](=[O:38])[CH2:9]1)(C)(C)C.[ClH:40]. Given the product [ClH:40].[CH2:27]([O:26][C:24](=[O:25])[NH:23][C:19]1[C:20]([F:22])=[CH:21][C:16]([CH2:15][C@H:12]2[C@H:13]([OH:14])[C@@H:8]([NH2:7])[CH2:9][S:10](=[O:38])[CH2:11]2)=[CH:17][C:18]=1[CH2:34][CH2:35][CH2:36][CH3:37])[C:28]1[CH:33]=[CH:32][CH:31]=[CH:30][CH:29]=1, predict the reactants needed to synthesize it. (7) The reactants are: C(Cl)(=O)C(Cl)=O.[Cl:7][C:8]1[CH:13]=[CH:12][C:11]([C:14]2[N:15]=[C:16]([C:30]([NH:32][N:33]3[CH2:38][CH2:37][CH2:36][CH2:35][CH2:34]3)=[O:31])[C:17]([C:27]([OH:29])=O)=[N:18][C:19]=2[C:20]2[CH:25]=[CH:24][C:23]([Cl:26])=[CH:22][CH:21]=2)=[CH:10][CH:9]=1.O.C(=O)([O-])[O-].[Na+].[Na+]. Given the product [Cl:7][C:8]1[CH:13]=[CH:12][C:11]([C:14]2[N:15]=[C:16]3[C:30](=[O:31])[N:32]([N:33]4[CH2:34][CH2:35][CH2:36][CH2:37][CH2:38]4)[C:27](=[O:29])[C:17]3=[N:18][C:19]=2[C:20]2[CH:21]=[CH:22][C:23]([Cl:26])=[CH:24][CH:25]=2)=[CH:10][CH:9]=1, predict the reactants needed to synthesize it. (8) Given the product [F:1][CH:2]([F:7])[CH2:3][N:22]1[C@@H:20]2[CH2:19][CH2:18][C@H:17]1[CH2:16][C:15]([C:11]1[CH:12]=[N:13][CH:14]=[C:9]([I:8])[CH:10]=1)([C:23]#[N:24])[CH2:21]2, predict the reactants needed to synthesize it. The reactants are: [F:1][C:2]([F:7])(F)[C:3]([O-])=O.[I:8][C:9]1[CH:10]=[C:11]([C:15]2([C:23]#[N:24])[CH2:21][CH:20]3[NH2+:22][CH:17]([CH2:18][CH2:19]3)[CH2:16]2)[CH:12]=[N:13][CH:14]=1.FC(F)CCS([O-])(=O)=O.C(=O)(O)[O-]. (9) Given the product [CH2:16]([O:15][C:13](=[O:14])[NH:11][C@@H:6]1[CH2:5][C:4]2[C:8](=[CH:9][CH:10]=[C:2]([Br:1])[CH:3]=2)[CH2:7]1)[C:17]1[CH:22]=[CH:21][CH:20]=[CH:19][CH:18]=1, predict the reactants needed to synthesize it. The reactants are: [Br:1][C:2]1[CH:3]=[C:4]2[C:8](=[CH:9][CH:10]=1)[CH2:7][C@H:6]([NH2:11])[CH2:5]2.Cl[C:13]([O:15][CH2:16][C:17]1[CH:22]=[CH:21][CH:20]=[CH:19][CH:18]=1)=[O:14]. (10) Given the product [C:30]([C:27]1[CH:28]=[CH:29][C:24]([C:11]2[C:12]3[S:16][C:15]([NH:17][C:18]([NH:20][CH2:21][CH3:22])=[O:19])=[N:14][C:13]=3[CH:23]=[C:9]([OH:8])[CH:10]=2)=[N:25][CH:26]=1)#[N:31], predict the reactants needed to synthesize it. The reactants are: C([O:8][C:9]1[CH:10]=[C:11]([C:24]2[CH:29]=[CH:28][C:27]([C:30]#[N:31])=[CH:26][N:25]=2)[C:12]2[S:16][C:15]([NH:17][C:18]([NH:20][CH2:21][CH3:22])=[O:19])=[N:14][C:13]=2[CH:23]=1)C1C=CC=CC=1.CS(O)(=O)=O.